Dataset: Reaction yield outcomes from USPTO patents with 853,638 reactions. Task: Predict the reaction yield, written as a fraction of the theoretical maximum amount of product (1.0 means a 100% yield; for example, 0.34 means a 34% yield). (1) The reactants are [S:1](=[O:37])(=[O:36])([O:3][CH2:4][C@@H:5]1[C@@H:9]([O:10][Si](C(C)(C)C)(C)C)[CH2:8][C@H:7]([N:18]2[C:22]3[N:23]=[CH:24][N:25]=[C:26]([NH:27][C:28](=[O:35])[C:29]4[CH:34]=[CH:33][CH:32]=[CH:31][CH:30]=4)[C:21]=3[CH:20]=[CH:19]2)[O:6]1)[NH2:2]. The catalyst is N1C=CC=CC=1.C1COCC1.N1C=CC=CC=1. The product is [S:1](=[O:36])(=[O:37])([O:3][CH2:4][C@@H:5]1[C@@H:9]([OH:10])[CH2:8][C@H:7]([N:18]2[C:22]3[N:23]=[CH:24][N:25]=[C:26]([NH:27][C:28](=[O:35])[C:29]4[CH:34]=[CH:33][CH:32]=[CH:31][CH:30]=4)[C:21]=3[CH:20]=[CH:19]2)[O:6]1)[NH2:2]. The yield is 0.770. (2) The reactants are CC(C)([O-])C.[K+].[OH:7][CH2:8][CH2:9][N:10]1[CH2:15][CH2:14][N:13](C(OCC2C=CC=CC=2)=O)[CH2:12][CH2:11]1.F[C:27]1[CH:34]=[CH:33][C:32]([F:35])=[CH:31][C:28]=1[C:29]#[N:30].[Cl-].[NH4+]. The catalyst is CO.[C].[Pd].C(OCC)C.O1CCCC1. The product is [C:29]([C:28]1[CH:31]=[C:32]([F:35])[CH:33]=[CH:34][C:27]=1[O:7][CH2:8][CH2:9][N:10]1[CH2:11][CH2:12][NH:13][CH2:14][CH2:15]1)#[N:30]. The yield is 0.800. (3) The catalyst is N1C=CC=CC=1. The product is [Cl:21][CH2:9][CH2:8][CH2:7][C:4]1[CH:5]=[CH:6][N:1]=[CH:2][CH:3]=1. The reactants are [N:1]1[CH:6]=[CH:5][C:4]([CH2:7][CH2:8][CH2:9]O)=[CH:3][CH:2]=1.CC1C=CC(S([Cl:21])(=O)=O)=CC=1. The yield is 0.610. (4) The reactants are [CH2:1]([Sn:9](=[O:18])[CH2:10][CH2:11][CH2:12][CH2:13][CH2:14][CH2:15][CH2:16][CH3:17])[CH2:2][CH2:3][CH2:4][CH2:5][CH2:6][CH2:7][CH3:8].[CH2:19]([CH:21]([CH2:24][CH3:25])[CH2:22][OH:23])[CH3:20]. No catalyst specified. The product is [CH2:1]([Sn:9]([CH2:10][CH2:11][CH2:12][CH2:13][CH2:14][CH2:15][CH2:16][CH3:17])([O:23][CH2:22][CH:21]([CH2:24][CH3:25])[CH2:19][CH3:20])[O:18][Sn:9]([CH2:10][CH2:11][CH2:12][CH2:13][CH2:14][CH2:15][CH2:16][CH3:17])([CH2:1][CH2:2][CH2:3][CH2:4][CH2:5][CH2:6][CH2:7][CH3:8])[O:23][CH2:22][CH:21]([CH2:24][CH3:25])[CH2:19][CH3:20])[CH2:2][CH2:3][CH2:4][CH2:5][CH2:6][CH2:7][CH3:8]. The yield is 0.990. (5) The reactants are [CH3:1][O:2][C:3]1[CH:8]=[CH:7][C:6]([CH:9]([C:11]2[CH:16]=[CH:15][C:14]([O:17][CH2:18][CH:19]3[CH2:24][CH:23]([O:25][CH2:26][CH2:27][CH2:28][CH2:29][CH2:30][CH2:31][CH2:32][CH2:33][CH2:34][CH2:35][CH2:36][CH2:37][CH2:38][CH2:39][CH2:40][CH2:41][CH2:42][CH3:43])[CH:22]([O:44][CH2:45][CH2:46][CH2:47][CH2:48][CH2:49][CH2:50][CH2:51][CH2:52][CH2:53][CH2:54][CH2:55][CH2:56][CH2:57][CH2:58][CH2:59][CH2:60][CH2:61][CH3:62])[CH:21]([O:63][CH2:64][CH2:65][CH2:66][CH2:67][CH2:68][CH2:69][CH2:70][CH2:71][CH2:72][CH2:73][CH2:74][CH2:75][CH2:76][CH2:77][CH2:78][CH2:79][CH2:80][CH3:81])[CH2:20]3)=[CH:13][CH:12]=2)O)=[CH:5][CH:4]=1.[C:82](=[O:87])([O:84][CH2:85][CH3:86])[NH2:83].CS(O)(=O)=O.C(=O)([O-])[O-].[Na+].[Na+]. The catalyst is C1(C)C=CC=CC=1. The product is [CH2:85]([O:84][C:82](=[O:87])[NH:83][CH:9]([C:6]1[CH:7]=[CH:8][C:3]([O:2][CH3:1])=[CH:4][CH:5]=1)[C:11]1[CH:12]=[CH:13][C:14]([O:17][CH2:18][CH:19]2[CH2:24][CH:23]([O:25][CH2:26][CH2:27][CH2:28][CH2:29][CH2:30][CH2:31][CH2:32][CH2:33][CH2:34][CH2:35][CH2:36][CH2:37][CH2:38][CH2:39][CH2:40][CH2:41][CH2:42][CH3:43])[CH:22]([O:44][CH2:45][CH2:46][CH2:47][CH2:48][CH2:49][CH2:50][CH2:51][CH2:52][CH2:53][CH2:54][CH2:55][CH2:56][CH2:57][CH2:58][CH2:59][CH2:60][CH2:61][CH3:62])[CH:21]([O:63][CH2:64][CH2:65][CH2:66][CH2:67][CH2:68][CH2:69][CH2:70][CH2:71][CH2:72][CH2:73][CH2:74][CH2:75][CH2:76][CH2:77][CH2:78][CH2:79][CH2:80][CH3:81])[CH2:20]2)=[CH:15][CH:16]=1)[CH3:86]. The yield is 1.00. (6) The reactants are CCN(C(C)C)C(C)C.[CH3:10][C:11]1[CH:19]=[CH:18][CH:17]=[CH:16][C:12]=1[C:13]([OH:15])=O.CCN=C=NCCCN(C)C.C1C=CC2N(O)N=NC=2C=1.[O:41]=[C:42]([N:60]1[CH2:65][CH2:64][NH:63][CH2:62][CH2:61]1)[CH2:43][NH:44][C:45](=[O:59])[C:46]1[CH:51]=[CH:50][C:49]([O:52][C:53]2[CH:58]=[CH:57][CH:56]=[CH:55][CH:54]=2)=[CH:48][CH:47]=1. The catalyst is CN(C=O)C.O. The product is [CH3:10][C:11]1[CH:19]=[CH:18][CH:17]=[CH:16][C:12]=1[C:13]([N:63]1[CH2:64][CH2:65][N:60]([C:42](=[O:41])[CH2:43][NH:44][C:45](=[O:59])[C:46]2[CH:47]=[CH:48][C:49]([O:52][C:53]3[CH:54]=[CH:55][CH:56]=[CH:57][CH:58]=3)=[CH:50][CH:51]=2)[CH2:61][CH2:62]1)=[O:15]. The yield is 0.360. (7) The reactants are [CH2:1]([S-:3])[CH3:2].[Na+].ClC1C=CC(N[C:11]2[C:20]3[C:15](=[CH:16][C:17]([O:23][CH2:24][CH2:25][CH2:26]Cl)=[C:18]([O:21][CH3:22])[CH:19]=3)[N:14]=[CH:13][N:12]=2)=C(F)C=1. The catalyst is CN(C=O)C.O. The product is [CH2:1]([S:3][CH2:26][CH2:25][CH2:24][O:23][C:17]1[CH:16]=[C:15]2[C:20]([CH:11]=[N:12][CH:13]=[N:14]2)=[CH:19][C:18]=1[O:21][CH3:22])[CH3:2]. The yield is 0.400. (8) The reactants are Br[C:2]1[CH:11]=[CH:10][CH:9]=[C:8]2[C:3]=1[N:4]=[C:5]([F:13])[C:6]([CH3:12])=[N:7]2.C([Sn](CCCC)(CCCC)[C:19]([O:21]CC)=[CH2:20])CCC.Cl. The catalyst is C1C=CC([P]([Pd]([P](C2C=CC=CC=2)(C2C=CC=CC=2)C2C=CC=CC=2)([P](C2C=CC=CC=2)(C2C=CC=CC=2)C2C=CC=CC=2)[P](C2C=CC=CC=2)(C2C=CC=CC=2)C2C=CC=CC=2)(C2C=CC=CC=2)C2C=CC=CC=2)=CC=1.C1(C)C=CC=CC=1. The product is [F:13][C:5]1[C:6]([CH3:12])=[N:7][C:8]2[C:3]([N:4]=1)=[C:2]([C:19](=[O:21])[CH3:20])[CH:11]=[CH:10][CH:9]=2. The yield is 0.630.